Task: Predict the reaction yield, written as a fraction of the theoretical maximum amount of product (1.0 means a 100% yield; for example, 0.34 means a 34% yield).. Dataset: Reaction yield outcomes from USPTO patents with 853,638 reactions (1) The reactants are [B:10]1([B:10]2[O:14][C:13]([CH3:16])([CH3:15])[C:12]([CH3:18])([CH3:17])[O:11]2)[O:14][C:13]([CH3:16])([CH3:15])[C:12]([CH3:18])([CH3:17])[O:11]1.CC([O-])=O.[K+].C(Cl)Cl.[CH2:27]([O:34][C:35]1[CH:44]=[C:43]2[C:38]([CH:39]=[CH:40][C:41]([OH:45])=[CH:42]2)=[CH:37][C:36]=1Br)[C:28]1[CH:33]=[CH:32][CH:31]=[CH:30][CH:29]=1. The catalyst is C1C=CC(P(C2C=CC=CC=2)[C-]2C=CC=C2)=CC=1.C1C=CC(P(C2C=CC=CC=2)[C-]2C=CC=C2)=CC=1.Cl[Pd]Cl.[Fe+2].CS(C)=O. The product is [CH2:27]([O:34][C:35]1[CH:44]=[C:43]2[C:38]([CH:39]=[CH:40][C:41]([OH:45])=[CH:42]2)=[CH:37][C:36]=1[B:10]1[O:11][C:12]([CH3:17])([CH3:18])[C:13]([CH3:15])([CH3:16])[O:14]1)[C:28]1[CH:29]=[CH:30][CH:31]=[CH:32][CH:33]=1. The yield is 0.580. (2) The reactants are [NH2:1][C:2]([CH3:7])([CH3:6])[C:3]([OH:5])=[O:4].S(Cl)([Cl:10])=O.[CH3:12]O. No catalyst specified. The product is [ClH:10].[CH3:12][O:4][C:3](=[O:5])[C:2]([NH2:1])([CH3:7])[CH3:6]. The yield is 0.980.